From a dataset of HIV replication inhibition screening data with 41,000+ compounds from the AIDS Antiviral Screen. Binary Classification. Given a drug SMILES string, predict its activity (active/inactive) in a high-throughput screening assay against a specified biological target. (1) The drug is C=C1C(=O)OC2CC(C)C(C(O)CC(C)O)=CCC12. The result is 0 (inactive). (2) The molecule is CN(C)CCCN1CCc2c([nH]c3ccccc23)C1c1cccnc1. The result is 0 (inactive). (3) The result is 0 (inactive). The drug is Cc1ccc(N=C2SC(=S)N(CCC[N+](C)(C)C)C2=Nc2ccc(C)cc2)cc1.[I-]. (4) The compound is CC(=O)C(=CN1C(=O)CC(=O)NC1=S)C(=O)Nc1ccccc1C. The result is 0 (inactive). (5) The molecule is Br.N=c1sc(N2CCOCC2)nn1CC(=O)c1ccccc1. The result is 0 (inactive). (6) The drug is CCC1(O)C(=O)c2ccccc2N(c2ccccc2)C1=O. The result is 0 (inactive). (7) The molecule is Cc1occc1C(=S)Nc1ccc(Cl)c(C(=O)OC2CCCC2)c1. The result is 1 (active).